From a dataset of Forward reaction prediction with 1.9M reactions from USPTO patents (1976-2016). Predict the product of the given reaction. (1) Given the reactants C[O:2][C:3]1[CH:4]=[C:5]([C:9]2[N:14]=[C:13]3[N:15]([CH2:18][C:19]4[CH:20]=[C:21]5[C:26](=[CH:27][CH:28]=4)[N:25]=[CH:24][CH:23]=[CH:22]5)[N:16]=[N:17][C:12]3=[CH:11][CH:10]=2)[CH:6]=[CH:7][CH:8]=1, predict the reaction product. The product is: [N:25]1[C:26]2[C:21](=[CH:20][C:19]([CH2:18][N:15]3[C:13]4=[N:14][C:9]([C:5]5[CH:4]=[C:3]([OH:2])[CH:8]=[CH:7][CH:6]=5)=[CH:10][CH:11]=[C:12]4[N:17]=[N:16]3)=[CH:28][CH:27]=2)[CH:22]=[CH:23][CH:24]=1. (2) The product is: [Br:1][C:2]1[CH:3]=[N:4][CH:5]=[C:6]2[C:7]=1[NH:8][C:10](=[O:14])[CH:11]=[C:12]2[CH3:13]. Given the reactants [Br:1][C:2]1[CH:3]=[N:4][CH:5]=[C:6](I)[C:7]=1[NH2:8].[C:10](OC)(=[O:14])/[CH:11]=[CH:12]/[CH3:13].C(N(CC)CC)C.C1(C)C=CC=CC=1P(C1C=CC=CC=1C)C1C=CC=CC=1C, predict the reaction product. (3) Given the reactants [CH3:1][C:2]1[C:7]([NH2:8])=[CH:6][CH:5]=[C:4]([N:9]2[CH2:13][CH2:12][C@@H:11]([N:14]3[CH2:18][CH2:17][CH2:16][C@@H:15]3[CH3:19])[CH2:10]2)[N:3]=1.N1C=CC=CC=1.[F:26][C:27]1[CH:32]=[CH:31][C:30]([S:33](Cl)(=[O:35])=[O:34])=[CH:29][CH:28]=1.C(O)C(N)(CO)CO, predict the reaction product. The product is: [F:26][C:27]1[CH:32]=[CH:31][C:30]([S:33]([NH:8][C:7]2[C:2]([CH3:1])=[N:3][C:4]([N:9]3[CH2:13][CH2:12][C@@H:11]([N:14]4[CH2:18][CH2:17][CH2:16][C@@H:15]4[CH3:19])[CH2:10]3)=[CH:5][CH:6]=2)(=[O:35])=[O:34])=[CH:29][CH:28]=1.